Dataset: Forward reaction prediction with 1.9M reactions from USPTO patents (1976-2016). Task: Predict the product of the given reaction. The product is: [F:20][C:19]1[CH:18]=[CH:17][C:4]([CH2:5][C:6]2[C:15]3[C:10](=[CH:11][CH:12]=[CH:13][CH:14]=3)[C:9](=[O:16])[NH:8][N:7]=2)=[CH:3][C:2]=1[NH:1][C:32]([CH2:33][CH:29]([CH2:21][CH:22]=[CH:23][CH2:24][CH2:25][CH2:26][CH2:27][CH3:28])[C:30]([OH:35])=[O:31])=[O:34]. Given the reactants [NH2:1][C:2]1[CH:3]=[C:4]([CH:17]=[CH:18][C:19]=1[F:20])[CH2:5][C:6]1[C:15]2[C:10](=[CH:11][CH:12]=[CH:13][CH:14]=2)[C:9](=[O:16])[NH:8][N:7]=1.[CH2:21]([CH:29]1[CH2:33][C:32](=[O:34])[O:31][C:30]1=[O:35])[CH:22]=[CH:23][CH2:24][CH2:25][CH2:26][CH2:27][CH3:28], predict the reaction product.